Dataset: Forward reaction prediction with 1.9M reactions from USPTO patents (1976-2016). Task: Predict the product of the given reaction. (1) Given the reactants N[C@@H:2]([CH2:6][CH2:7][CH2:8][CH2:9][NH:10][C:11]([O:13][CH2:14][C:15]1[CH:20]=[CH:19][CH:18]=[CH:17][CH:16]=1)=[O:12])[C:3]([OH:5])=[O:4].[Br-:21].[K+].NC(CCCCNC(OCC1C=CC=CC=1)=O)C(O)=O, predict the reaction product. The product is: [CH2:14]([O:13][C:11]([NH:10][CH2:9][CH2:8][CH2:7][CH2:6][C@H:2]([Br:21])[C:3]([OH:5])=[O:4])=[O:12])[C:15]1[CH:20]=[CH:19][CH:18]=[CH:17][CH:16]=1. (2) Given the reactants [C:1]([C:4]1[CH:9]=[C:8]([O:10][CH3:11])[CH:7]=[CH:6][C:5]=1[CH:12](C(O)=O)[C:13]([OH:15])=[O:14])([OH:3])=[O:2], predict the reaction product. The product is: [C:13]([CH2:12][C:5]1[CH:6]=[CH:7][C:8]([O:10][CH3:11])=[CH:9][C:4]=1[C:1]([OH:3])=[O:2])([OH:15])=[O:14]. (3) Given the reactants Br[C:2]1[CH:3]=[C:4]([C:8]2[N:13]=[C:12]([CH:14]([F:16])[F:15])[CH:11]=[C:10]([C:17]3[CH:18]=[N:19][C:20]([C:23]([F:26])([F:25])[F:24])=[CH:21][CH:22]=3)[N:9]=2)[CH:5]=[CH:6][CH:7]=1.[C:27]([NH:31][S:32]([C:35]1[S:36][C:37](B2OC(C)(C)C(C)(C)O2)=[CH:38][CH:39]=1)(=[O:34])=[O:33])([CH3:30])([CH3:29])[CH3:28], predict the reaction product. The product is: [C:27]([NH:31][S:32]([C:35]1[S:36][C:37]([C:2]2[CH:7]=[CH:6][CH:5]=[C:4]([C:8]3[N:13]=[C:12]([CH:14]([F:16])[F:15])[CH:11]=[C:10]([C:17]4[CH:18]=[N:19][C:20]([C:23]([F:24])([F:26])[F:25])=[CH:21][CH:22]=4)[N:9]=3)[CH:3]=2)=[CH:38][CH:39]=1)(=[O:33])=[O:34])([CH3:30])([CH3:28])[CH3:29]. (4) Given the reactants [Cl:1][C:2]1[CH:22]=[C:21]([Cl:23])[CH:20]=[CH:19][C:3]=1[O:4][CH2:5][CH2:6][C:7]1[C:8]([O:15][CH:16]([CH3:18])[CH3:17])=[N:9][N:10]([CH2:12][CH2:13][OH:14])[CH:11]=1.[CH2:24]([C:26]1[C:27](O)=[C:28]([CH2:32][C:33]([O:35]C)=[O:34])[CH:29]=[CH:30][CH:31]=1)[CH3:25].C(P(CCCC)CCCC)CCC.N(C(N1CCCCC1)=O)=NC(N1CCCCC1)=O.O1CCCC1CO.[OH-].[Na+].Cl, predict the reaction product. The product is: [Cl:1][C:2]1[CH:22]=[C:21]([Cl:23])[CH:20]=[CH:19][C:3]=1[O:4][CH2:5][CH2:6][C:7]1[C:8]([O:15][CH:16]([CH3:18])[CH3:17])=[N:9][N:10]([CH2:12][CH2:13][O:14][C:27]2[C:26]([CH2:24][CH3:25])=[CH:31][CH:30]=[CH:29][C:28]=2[CH2:32][C:33]([OH:35])=[O:34])[CH:11]=1. (5) Given the reactants Cl[C:2]1[C:7]([C:8]2[CH:9]=[CH:10][C:11]3[N:12]([C:14]([C:17]#[N:18])=[CH:15][N:16]=3)[CH:13]=2)=[CH:6][C:5]([F:19])=[CH:4][N:3]=1.[CH3:20][C:21]1[CH:26]=[CH:25][CH:24]=[C:23]([Sn](CCCC)(CCCC)CCCC)[N:22]=1, predict the reaction product. The product is: [F:19][C:5]1[CH:6]=[C:7]([C:8]2[CH:9]=[CH:10][C:11]3[N:12]([C:14]([C:17]#[N:18])=[CH:15][N:16]=3)[CH:13]=2)[C:2]([C:23]2[CH:24]=[CH:25][CH:26]=[C:21]([CH3:20])[N:22]=2)=[N:3][CH:4]=1. (6) The product is: [CH3:1][C:2]1[CH:3]=[C:4]([NH2:7])[S:5][CH:6]=1.[C:15]([OH:21])([C:17]([F:20])([F:19])[F:18])=[O:16]. Given the reactants [CH3:1][C:2]1[CH:3]=[C:4]([NH:7]C(=O)OC(C)(C)C)[S:5][CH:6]=1.[C:15]([OH:21])([C:17]([F:20])([F:19])[F:18])=[O:16], predict the reaction product. (7) The product is: [CH3:28][S:29]([OH:32])(=[O:31])=[O:30].[F:1][C:2]1[C:10]2[NH:9][C:8](=[O:11])[N:7]([CH:12]3[CH2:17][CH2:16][N:15]([CH:18]4[CH2:23][CH2:22][O:21][CH2:20][CH2:19]4)[CH2:14][CH2:13]3)[C:6]=2[CH:5]=[C:4]([CH3:24])[CH:3]=1. Given the reactants [F:1][C:2]1[C:10]2[NH:9][C:8](=[O:11])[N:7]([CH:12]3[CH2:17][CH2:16][N:15]([CH:18]4[CH2:23][CH2:22][O:21][CH2:20][CH2:19]4)[CH2:14][CH2:13]3)[C:6]=2[CH:5]=[C:4]([CH3:24])[CH:3]=1.C(#N)C.[CH3:28][S:29]([OH:32])(=[O:31])=[O:30], predict the reaction product.